Dataset: Forward reaction prediction with 1.9M reactions from USPTO patents (1976-2016). Task: Predict the product of the given reaction. (1) Given the reactants [Cl:1][C:2]1[N:7]=[C:6]([NH2:8])[C:5]([O:9][CH3:10])=[C:4](Cl)[N:3]=1.[C:12]([O-:15])(=[O:14])C.[Na+].[CH:17]1C=CC(P(C2C=CC=CC=2)CCCCP(C2C=CC=CC=2)C2C=CC=CC=2)=C[CH:18]=1, predict the reaction product. The product is: [CH2:17]([O:15][C:12]([C:4]1[C:5]([O:9][CH3:10])=[C:6]([NH2:8])[N:7]=[C:2]([Cl:1])[N:3]=1)=[O:14])[CH3:18]. (2) Given the reactants [CH2:1]([O:3][C:4]([C:6]1[C:7]([I:29])=[N:8][N:9]([CH2:16][CH:17]([NH:21][C:22](OC(C)(C)C)=[O:23])[CH:18]2[CH2:20][CH2:19]2)[C:10]=1C(OCC)=O)=[O:5])[CH3:2].Cl, predict the reaction product. The product is: [CH:18]1([CH:17]2[CH2:16][N:9]3[N:8]=[C:7]([I:29])[C:6]([C:4]([O:3][CH2:1][CH3:2])=[O:5])=[C:10]3[C:22](=[O:23])[NH:21]2)[CH2:20][CH2:19]1.